Dataset: Full USPTO retrosynthesis dataset with 1.9M reactions from patents (1976-2016). Task: Predict the reactants needed to synthesize the given product. (1) Given the product [N:1]1([C:9]2[CH:18]=[CH:17][C:12]([C:13]([O:15][CH3:16])=[O:14])=[CH:11][N:10]=2)[CH:5]=[CH:4][CH:3]=[N:21]1, predict the reactants needed to synthesize it. The reactants are: [NH:1]1[CH:5]=[CH:4][CH:3]=C1.[H-].[Na+].Cl[C:9]1[CH:18]=[CH:17][C:12]([C:13]([O:15][CH3:16])=[O:14])=[CH:11][N:10]=1.O.C[N:21](C=O)C. (2) The reactants are: [C:1]1([S:7]([N:10]2[C:14]3[N:15]=[CH:16][N:17]=[C:18]([N:19]4[CH2:24][CH2:23][CH2:22][CH2:21][CH2:20]4)[C:13]=3[C:12](I)=[CH:11]2)(=[O:9])=[O:8])[CH:6]=[CH:5][CH:4]=[CH:3][CH:2]=1.C(N(CC)CC)C.[CH2:33]([Si:35]([C:40]#[CH:41])([CH2:38][CH3:39])[CH2:36][CH3:37])[CH3:34].O. Given the product [C:1]1([S:7]([N:10]2[C:14]3[N:15]=[CH:16][N:17]=[C:18]([N:19]4[CH2:24][CH2:23][CH2:22][CH2:21][CH2:20]4)[C:13]=3[C:12]([C:34]#[C:33][Si:35]([CH2:40][CH3:41])([CH2:38][CH3:39])[CH2:36][CH3:37])=[CH:11]2)(=[O:9])=[O:8])[CH:6]=[CH:5][CH:4]=[CH:3][CH:2]=1, predict the reactants needed to synthesize it.